This data is from Reaction yield outcomes from USPTO patents with 853,638 reactions. The task is: Predict the reaction yield, written as a fraction of the theoretical maximum amount of product (1.0 means a 100% yield; for example, 0.34 means a 34% yield). (1) The reactants are Cl[S:2]([C:5]1[CH:6]=[C:7]2[C:11](=[CH:12][CH:13]=1)[NH:10][C:9](=[O:14])[CH2:8]2)(=[O:4])=[O:3].[CH3:15][NH2:16]. The catalyst is O1CCCC1. The product is [CH3:15][NH:16][S:2]([C:5]1[CH:6]=[C:7]2[C:11](=[CH:12][CH:13]=1)[NH:10][C:9](=[O:14])[CH2:8]2)(=[O:4])=[O:3]. The yield is 0.880. (2) The reactants are [F:1][C:2]1[CH:7]=[CH:6][C:5]([C:8]2[S:9][C:10]([CH:13]=[O:14])=[CH:11][N:12]=2)=[CH:4][CH:3]=1.[CH3:15][Mg]Br.CCOCC. The catalyst is C1COCC1. The product is [F:1][C:2]1[CH:3]=[CH:4][C:5]([C:8]2[S:9][C:10]([CH:13]([OH:14])[CH3:15])=[CH:11][N:12]=2)=[CH:6][CH:7]=1. The yield is 0.780. (3) The reactants are Br[C:2]1[CH:7]=[CH:6][N:5]=[C:4]([S:8][CH3:9])[N:3]=1.[F:10][C:11]1[CH:16]=[C:15](B(O)O)[CH:14]=[CH:13][N:12]=1.C([O-])([O-])=O.[Na+].[Na+]. The catalyst is O1CCOCC1.O.C1C=CC(P(C2C=CC=CC=2)[C-]2C=CC=C2)=CC=1.C1C=CC(P(C2C=CC=CC=2)[C-]2C=CC=C2)=CC=1.Cl[Pd]Cl.[Fe+2].C(Cl)Cl. The product is [F:10][C:11]1[CH:16]=[C:15]([C:2]2[CH:7]=[CH:6][N:5]=[C:4]([S:8][CH3:9])[N:3]=2)[CH:14]=[CH:13][N:12]=1. The yield is 0.900.